Dataset: Forward reaction prediction with 1.9M reactions from USPTO patents (1976-2016). Task: Predict the product of the given reaction. (1) Given the reactants [Cl:1][C:2]1[CH:3]=[C:4]2[C:8](=[CH:9][CH:10]=1)[NH:7][C:6](=[O:11])[C:5]2([CH2:20][C:21]([OH:23])=O)[C:12]1[CH:17]=[CH:16][CH:15]=[CH:14][C:13]=1[O:18][CH3:19].C1C=CC2N(O)N=NC=2C=1.O.C(Cl)CCl.Cl.[N:40]1([C:46]2[N:51]=[CH:50][CH:49]=[CH:48][N:47]=2)[CH2:45][CH2:44][NH:43][CH2:42][CH2:41]1.C([O-])([O-])=O.[K+].[K+], predict the reaction product. The product is: [Cl:1][C:2]1[CH:3]=[C:4]2[C:8](=[CH:9][CH:10]=1)[NH:7][C:6](=[O:11])[C:5]2([C:12]1[CH:17]=[CH:16][CH:15]=[CH:14][C:13]=1[O:18][CH3:19])[CH2:20][C:21](=[O:23])[N:43]1[CH2:44][CH2:45][N:40]([C:46]2[N:47]=[CH:48][CH:49]=[CH:50][N:51]=2)[CH2:41][CH2:42]1. (2) Given the reactants Br[C:2]1[CH:3]=[C:4]2[C:9](=[CH:10][CH:11]=1)[N:8]=[CH:7][CH:6]=[C:5]2[NH:12][C:13]([NH:15][C:16]1[CH:21]=[N:20][CH:19]=[CH:18][N:17]=1)=[O:14].CC1(C)C(C)(C)OB([C:30]2[CH2:35][CH2:34][N:33]([C:36]([O:38][C:39]([CH3:42])([CH3:41])[CH3:40])=[O:37])[CH2:32]C=2)O1.CC1(C)C(C)(C)OB(C2CN(C(OC(C)(C)C)=O)CC=2)O1, predict the reaction product. The product is: [C:39]([O:38][C:36]([N:33]1[CH2:32][CH:30]=[C:35]([C:2]2[CH:3]=[C:4]3[C:9](=[CH:10][CH:11]=2)[N:8]=[CH:7][CH:6]=[C:5]3[NH:12][C:13]([NH:15][C:16]2[CH:21]=[N:20][CH:19]=[CH:18][N:17]=2)=[O:14])[CH2:34]1)=[O:37])([CH3:40])([CH3:41])[CH3:42]. (3) Given the reactants Br[C:2]1[CH:3]=[CH:4][C:5]([O:25][CH3:26])=[C:6](/[CH:8]=[CH:9]/[C:10]2[N:11]([CH2:23][CH3:24])[CH:12]=[C:13]([C:15]3[CH:20]=[CH:19][C:18]([Cl:21])=[CH:17][C:16]=3[Cl:22])[N:14]=2)[CH:7]=1.[OH:27][C:28]1[CH:29]=[C:30](B(O)O)[CH:31]=[CH:32][CH:33]=1, predict the reaction product. The product is: [Cl:22][C:16]1[CH:17]=[C:18]([Cl:21])[CH:19]=[CH:20][C:15]=1[C:13]1[N:14]=[C:10](/[CH:9]=[CH:8]/[C:6]2[CH:7]=[C:2]([C:32]3[CH:31]=[CH:30][CH:29]=[C:28]([OH:27])[CH:33]=3)[CH:3]=[CH:4][C:5]=2[O:25][CH3:26])[N:11]([CH2:23][CH3:24])[CH:12]=1. (4) Given the reactants ClC(Cl)(Cl)[C:3]([C:5]1[NH:6][CH:7]=[C:8]([I:10])[CH:9]=1)=[O:4].[CH3:13][O-:14].[Na+], predict the reaction product. The product is: [CH3:13][O:14][C:3]([C:5]1[NH:6][CH:7]=[C:8]([I:10])[CH:9]=1)=[O:4]. (5) Given the reactants C([N:3]1[CH2:8][CH2:7][N:6]([CH:9]([C:12]2[CH:17]=[CH:16][CH:15]=[CH:14][CH:13]=2)[C:10]#N)[CH2:5][CH2:4]1)=O.[CH2:18]([Mg]Br)C, predict the reaction product. The product is: [C:12]1([CH:9]([N:6]2[CH2:5][CH2:4][NH:3][CH2:8][CH2:7]2)[CH2:10][CH3:18])[CH:13]=[CH:14][CH:15]=[CH:16][CH:17]=1. (6) Given the reactants [CH2:1]([O:3][C:4](=[O:27])[C@@H:5]([CH2:12][C:13]1[CH:18]=[C:17]([Br:19])[C:16]([NH2:20])=[C:15]([CH3:21])[C:14]=1[CH2:22][O:23]C(=O)C)[CH2:6][C:7]([O:9][CH2:10]C)=[O:8])C.COC(=O)[C@@H](CC1C(CO)=C2C(=CC=1)N[N:42]=C2)CC(OC)=O, predict the reaction product. The product is: [Br:19][C:17]1[CH:18]=[C:13]([CH2:12][C@@H:5]([CH2:6][C:7]([O:9][CH3:10])=[O:8])[C:4]([O:3][CH3:1])=[O:27])[C:14]([CH2:22][OH:23])=[C:15]2[C:16]=1[NH:20][N:42]=[CH:21]2. (7) Given the reactants CN(C(ON1N=NC2C=CC=CC1=2)=[N+](C)C)C.[B-](F)(F)(F)F.CCN(C(C)C)C(C)C.[Cl:32][C:33]1[CH:38]=[CH:37][C:36]([C:39]2[CH:44]=[CH:43][C:42]([C:45]([OH:47])=O)=[CH:41][CH:40]=2)=[CH:35][CH:34]=1.[N:48]1([CH2:53][C:54]2[CH:59]=[CH:58][C:57]([CH2:60][CH2:61][NH2:62])=[CH:56][CH:55]=2)[CH2:52][CH2:51][CH2:50][CH2:49]1.C([O-])(O)=O.[Na+], predict the reaction product. The product is: [N:48]1([CH2:53][C:54]2[CH:59]=[CH:58][C:57]([CH2:60][CH2:61][NH:62][C:45]([C:42]3[CH:41]=[CH:40][C:39]([C:36]4[CH:35]=[CH:34][C:33]([Cl:32])=[CH:38][CH:37]=4)=[CH:44][CH:43]=3)=[O:47])=[CH:56][CH:55]=2)[CH2:52][CH2:51][CH2:50][CH2:49]1. (8) Given the reactants [O:1]1[C:5]2[CH:6]=[CH:7][C:8]([C:10]3([C:13]([NH:15][C:16]4[CH:21]=[CH:20][C:19]([CH3:22])=[C:18](B5OC(C)(C)C(C)(C)O5)[CH:17]=4)=[O:14])[CH2:12][CH2:11]3)=[CH:9][C:4]=2[O:3][CH2:2]1.Br[C:33]1[CH:40]=[CH:39][C:36]([C:37]#[N:38])=[C:35]([Cl:41])[CH:34]=1.C(=O)([O-])[O-].[K+].[K+], predict the reaction product. The product is: [O:1]1[C:5]2[CH:6]=[CH:7][C:8]([C:10]3([C:13]([NH:15][C:16]4[CH:17]=[C:18]([C:33]5[CH:40]=[CH:39][C:36]([C:37]#[N:38])=[C:35]([Cl:41])[CH:34]=5)[C:19]([CH3:22])=[CH:20][CH:21]=4)=[O:14])[CH2:11][CH2:12]3)=[CH:9][C:4]=2[O:3][CH2:2]1. (9) The product is: [Br:22][C:23]1[CH:28]=[CH:27][C:26]([S:29]([NH:15][C:12]2[CH:11]=[N:10][C:9]([CH:6]3[CH2:7][CH2:8][N:4]([CH2:1][CH2:2][CH3:3])[CH2:5]3)=[N:14][CH:13]=2)(=[O:31])=[O:30])=[CH:25][CH:24]=1. Given the reactants [CH2:1]([N:4]1[CH2:8][CH2:7][CH:6]([C:9]2[N:14]=[CH:13][C:12]([NH2:15])=[CH:11][N:10]=2)[CH2:5]1)[CH2:2][CH3:3].N1C=CC=CC=1.[Br:22][C:23]1[CH:28]=[CH:27][C:26]([S:29](Cl)(=[O:31])=[O:30])=[CH:25][CH:24]=1.CC[O-].[Na+], predict the reaction product. (10) Given the reactants [Cl:1][C:2]1[CH:3]=[CH:4][CH:5]=[C:6]2[C:11]=1[N:10]=[C:9]([CH:12]([OH:15])CO)[C:8]([C@@H:16]([N:18]1[C:26](=[O:27])[C:25]3[C:20](=[CH:21][CH:22]=[CH:23][CH:24]=3)[C:19]1=[O:28])[CH3:17])=[CH:7]2.I([O-])(=O)(=O)=O.[Na+], predict the reaction product. The product is: [Cl:1][C:2]1[CH:3]=[CH:4][CH:5]=[C:6]2[C:11]=1[N:10]=[C:9]([CH:12]=[O:15])[C:8]([C@@H:16]([N:18]1[C:26](=[O:27])[C:25]3[C:20](=[CH:21][CH:22]=[CH:23][CH:24]=3)[C:19]1=[O:28])[CH3:17])=[CH:7]2.